This data is from Full USPTO retrosynthesis dataset with 1.9M reactions from patents (1976-2016). The task is: Predict the reactants needed to synthesize the given product. (1) Given the product [CH3:1][N:2]1[CH2:7][CH2:6][CH:5]([O:8][C:9]2[CH:10]=[CH:11][C:12]3[N:16]=[CH:15][N:14]([C:17]4[S:21][C:20]([C:22]([NH2:42])=[O:24])=[C:19]([O:26][C@@H:27]([C:29]5[CH:34]=[CH:33][CH:32]=[CH:31][C:30]=5[C:35]([F:38])([F:36])[F:37])[CH3:28])[CH:18]=4)[C:13]=3[CH:39]=2)[CH2:4][CH2:3]1, predict the reactants needed to synthesize it. The reactants are: [CH3:1][N:2]1[CH2:7][CH2:6][CH:5]([O:8][C:9]2[CH:10]=[CH:11][C:12]3[N:16]=[CH:15][N:14]([C:17]4[S:21][C:20]([C:22]([O:24]C)=O)=[C:19]([O:26][C@@H:27]([C:29]5[CH:34]=[CH:33][CH:32]=[CH:31][C:30]=5[C:35]([F:38])([F:37])[F:36])[CH3:28])[CH:18]=4)[C:13]=3[CH:39]=2)[CH2:4][CH2:3]1.CO.[NH3:42]. (2) Given the product [Br-:23].[Cl:34][C:31]1[CH:30]=[CH:29][C:28]([CH2:27][O:26][CH2:25][CH2:24][N+:1]23[CH2:6][CH2:5][C:4]([C:9]([OH:10])([C:17]4[CH:22]=[CH:21][CH:20]=[CH:19][CH:18]=4)[C:11]4[CH:12]=[CH:13][CH:14]=[CH:15][CH:16]=4)([CH2:3][CH2:2]2)[CH2:7][CH2:8]3)=[CH:33][CH:32]=1, predict the reactants needed to synthesize it. The reactants are: [N:1]12[CH2:8][CH2:7][C:4]([C:9]([C:17]3[CH:22]=[CH:21][CH:20]=[CH:19][CH:18]=3)([C:11]3[CH:16]=[CH:15][CH:14]=[CH:13][CH:12]=3)[OH:10])([CH2:5][CH2:6]1)[CH2:3][CH2:2]2.[Br:23][CH2:24][CH2:25][O:26][CH2:27][C:28]1[CH:33]=[CH:32][C:31]([Cl:34])=[CH:30][CH:29]=1.